From a dataset of Full USPTO retrosynthesis dataset with 1.9M reactions from patents (1976-2016). Predict the reactants needed to synthesize the given product. (1) Given the product [Cl:1][C:2]1[C:6]([NH:7][CH2:8][CH2:9][CH2:10][S:11][CH3:12])=[CH:5][N:4]([C:14]2[CH:15]=[N:16][CH:17]=[CH:18][CH:19]=2)[N:3]=1, predict the reactants needed to synthesize it. The reactants are: [Cl:1][C:2]1[C:6]([NH:7][C:8](=O)[CH2:9][CH2:10][S:11][CH3:12])=[CH:5][N:4]([C:14]2[CH:15]=[N:16][CH:17]=[CH:18][CH:19]=2)[N:3]=1.O. (2) Given the product [Br:20][CH2:13][C:11]1[C:10]([C:14]([O:16][CH2:17][CH3:18])=[O:15])=[CH:9][N:8]=[C:7]([C:6]2[N:5]([CH3:19])[N:4]=[CH:3][C:2]=2[Cl:1])[N:12]=1, predict the reactants needed to synthesize it. The reactants are: [Cl:1][C:2]1[CH:3]=[N:4][N:5]([CH3:19])[C:6]=1[C:7]1[N:12]=[C:11]([CH3:13])[C:10]([C:14]([O:16][CH2:17][CH3:18])=[O:15])=[CH:9][N:8]=1.[Br:20]N1C(=O)CCC1=O. (3) Given the product [C:1]([O:4][C@H:5]1[C@H:10]([O:11][C:12](=[O:14])[CH3:13])[C@@H:9]([O:15][C:16](=[O:18])[CH3:17])[C@H:8]([C:19]2[CH:20]=[C:21]([C:46]3[CH:47]=[CH:48][C:43]([O:42][CH3:41])=[CH:44][CH:45]=3)[C:22]([CH3:34])=[C:23]([CH2:25][C:26]3[CH:31]=[CH:30][C:29]([CH2:32][CH3:33])=[CH:28][CH:27]=3)[CH:24]=2)[O:7][C@@H:6]1[CH2:36][O:37][C:38](=[O:40])[CH3:39])(=[O:3])[CH3:2], predict the reactants needed to synthesize it. The reactants are: [C:1]([O:4][C@H:5]1[C@H:10]([O:11][C:12](=[O:14])[CH3:13])[C@@H:9]([O:15][C:16](=[O:18])[CH3:17])[C@H:8]([C:19]2[CH:24]=[C:23]([CH2:25][C:26]3[CH:31]=[CH:30][C:29]([CH2:32][CH3:33])=[CH:28][CH:27]=3)[C:22]([CH3:34])=[C:21](Br)[CH:20]=2)[O:7][C@@H:6]1[CH2:36][O:37][C:38](=[O:40])[CH3:39])(=[O:3])[CH3:2].[CH3:41][O:42][C:43]1[CH:48]=[CH:47][C:46](B(O)O)=[CH:45][CH:44]=1.F[B-](F)(F)F.C1([PH+](C2CCCCC2)C2CCCCC2)CCCCC1.[O-]P([O-])([O-])=O.[K+].[K+].[K+]. (4) Given the product [Br:16][C:17]1[CH:28]=[CH:27][C:20]([C:21](=[O:22])[CH2:1][C:2]2[CH:7]=[CH:6][N:5]=[CH:4][CH:3]=2)=[C:19]([F:29])[CH:18]=1, predict the reactants needed to synthesize it. The reactants are: [CH3:1][C:2]1[CH:7]=[CH:6][N:5]=[CH:4][CH:3]=1.[Li+].CC([N-]C(C)C)C.[Br:16][C:17]1[CH:28]=[CH:27][C:20]([C:21](N(OC)C)=[O:22])=[C:19]([F:29])[CH:18]=1.[Li].CC1C=CN=CC=1. (5) Given the product [CH3:1][O:2][C:3]1[CH:34]=[C:33]([O:35][CH3:36])[CH:32]=[CH:31][C:4]=1[CH2:5][NH:6][C:7]1[C:8]2[CH:15]=[CH:14][N:13]([C@H:16]3[C@@H:23]4[O:22][C:21]([CH3:24])([CH3:25])[O:20][C@@H:19]4[C@@H:18]([CH2:26][N:27]([CH:28]([CH3:30])[CH3:29])[CH:42]4[CH2:45][CH:44]([CH2:46][CH2:47][C:48]([O:50][CH2:51][CH3:52])=[O:49])[CH2:43]4)[CH2:17]3)[C:9]=2[N:10]=[CH:11][N:12]=1, predict the reactants needed to synthesize it. The reactants are: [CH3:1][O:2][C:3]1[CH:34]=[C:33]([O:35][CH3:36])[CH:32]=[CH:31][C:4]=1[CH2:5][NH:6][C:7]1[C:8]2[CH:15]=[CH:14][N:13]([C@H:16]3[C@H:23]4[C@H:19]([O:20][C:21]([CH3:25])([CH3:24])[O:22]4)[C@@H:18]([CH2:26][NH:27][CH:28]([CH3:30])[CH3:29])[CH2:17]3)[C:9]=2[N:10]=[CH:11][N:12]=1.ClCCCl.O=[C:42]1[CH2:45][CH:44]([CH2:46][CH2:47][C:48]([O:50][CH2:51][CH3:52])=[O:49])[CH2:43]1.C(O)(=O)C.C(O[BH-](OC(=O)C)OC(=O)C)(=O)C.[Na+]. (6) Given the product [ClH:33].[CH2:2]([O:9][C:10]1[CH:15]=[CH:14][N:13]([C:16]2[CH:17]=[CH:18][C:19]3[C:20]4[CH2:30][N:29]([CH:36]([CH3:35])[CH3:32])[CH2:28][CH2:27][CH2:26][C:21]=4[N:22]([CH3:25])[C:23]=3[CH:24]=2)[C:12](=[O:31])[CH:11]=1)[C:3]1[CH:4]=[CH:5][CH:6]=[CH:7][CH:8]=1, predict the reactants needed to synthesize it. The reactants are: Cl.[CH2:2]([O:9][C:10]1[CH:15]=[CH:14][N:13]([C:16]2[CH:17]=[CH:18][C:19]3[C:20]4[CH2:30][NH:29][CH2:28][CH2:27][CH2:26][C:21]=4[N:22]([CH3:25])[C:23]=3[CH:24]=2)[C:12](=[O:31])[CH:11]=1)[C:3]1[CH:8]=[CH:7][CH:6]=[CH:5][CH:4]=1.[CH2:32](Cl)[Cl:33].[CH3:35][C:36](O)=O. (7) Given the product [F:30][C:27]1[CH:28]=[CH:29][C:24]([CH2:23][N:11]([CH2:12][CH:13]2[CH2:14][CH2:15][CH:16]([C:19]([OH:21])=[O:20])[CH2:17][CH2:18]2)[S:7]([C:1]2[CH:6]=[CH:5][CH:4]=[CH:3][CH:2]=2)(=[O:9])=[O:8])=[CH:25][CH:26]=1, predict the reactants needed to synthesize it. The reactants are: [C:1]1([S:7](Cl)(=[O:9])=[O:8])[CH:6]=[CH:5][CH:4]=[CH:3][CH:2]=1.[NH2:11][CH2:12][CH:13]1[CH2:18][CH2:17][CH:16]([C:19]([OH:21])=[O:20])[CH2:15][CH2:14]1.Br[CH2:23][C:24]1[CH:29]=[CH:28][C:27]([F:30])=[CH:26][CH:25]=1.